Dataset: Full USPTO retrosynthesis dataset with 1.9M reactions from patents (1976-2016). Task: Predict the reactants needed to synthesize the given product. (1) Given the product [CH3:1][C:2]([C:3]1[CH2:7][CH:6]=[CH:5][CH:4]=1)([CH3:12])[CH2:8][CH:9]([CH3:11])[CH3:10], predict the reactants needed to synthesize it. The reactants are: [CH3:1][C:2]([CH2:8][CH:9]([CH3:11])[CH3:10])=[C:3]1[CH:7]=[CH:6][CH:5]=[CH:4]1.[CH3:12][Li].O. (2) Given the product [I:1][C:2]1[CH:7]=[CH:6][C:5]2[N:8]([CH2:9][C:10]3[CH:15]=[CH:14][C:13]([O:16][CH2:17][C:18]4[CH:23]=[CH:22][C:21]([O:24][CH3:25])=[CH:20][CH:19]=4)=[C:12]([O:26][CH3:27])[CH:11]=3)[C:30]([NH2:29])=[N:28][C:4]=2[CH:3]=1, predict the reactants needed to synthesize it. The reactants are: [I:1][C:2]1[CH:3]=[C:4]([NH2:28])[C:5]([NH:8][CH2:9][C:10]2[CH:15]=[CH:14][C:13]([O:16][CH2:17][C:18]3[CH:23]=[CH:22][C:21]([O:24][CH3:25])=[CH:20][CH:19]=3)=[C:12]([O:26][CH3:27])[CH:11]=2)=[CH:6][CH:7]=1.[N:29]#[C:30]Br.[OH-].[Na+]. (3) Given the product [CH3:32][O:31][C:27]1[CH:26]=[C:25]([N:23]([CH3:24])[S:22]([C:19]2[CH:18]=[CH:17][C:16]([C:13]3[CH:14]=[CH:15][C:10]([CH2:9][N:7]4[CH2:6][CH:5]([C:3]([OH:4])=[O:2])[CH2:8]4)=[CH:11][CH:12]=3)=[CH:21][CH:20]=2)(=[O:33])=[O:34])[CH:30]=[CH:29][CH:28]=1, predict the reactants needed to synthesize it. The reactants are: C[O:2][C:3]([CH:5]1[CH2:8][N:7]([CH2:9][C:10]2[CH:15]=[CH:14][C:13]([C:16]3[CH:21]=[CH:20][C:19]([S:22](=[O:34])(=[O:33])[N:23]([C:25]4[CH:30]=[CH:29][CH:28]=[C:27]([O:31][CH3:32])[CH:26]=4)[CH3:24])=[CH:18][CH:17]=3)=[CH:12][CH:11]=2)[CH2:6]1)=[O:4].[Li+].[OH-]. (4) Given the product [CH:21]1([C:26]2[CH:31]=[CH:30][CH:29]=[CH:28][C:27]=2[O:32][C:2]2[CH:19]=[C:6]3[C:7]4[C:12]([CH2:13][CH2:14][N:5]3[C:4](=[O:20])[N:3]=2)=[CH:11][C:10]([O:15][CH3:16])=[C:9]([O:17][CH3:18])[CH:8]=4)[CH2:22][CH2:23][CH2:24][CH2:25]1, predict the reactants needed to synthesize it. The reactants are: Cl[C:2]1[CH:19]=[C:6]2[C:7]3[C:12]([CH2:13][CH2:14][N:5]2[C:4](=[O:20])[N:3]=1)=[CH:11][C:10]([O:15][CH3:16])=[C:9]([O:17][CH3:18])[CH:8]=3.[CH:21]1([C:26]2[CH:31]=[CH:30][CH:29]=[CH:28][C:27]=2[OH:32])[CH2:25][CH2:24][CH2:23][CH2:22]1.C(=O)([O-])[O-].[K+].[K+]. (5) Given the product [C:1]([O:5][C:6]([N:8]1[CH2:9][CH2:10][CH:11]([N:14]2[C:37]3=[N:38][C:33]([NH2:32])=[N:34][C:35]([Cl:42])=[C:36]3[CH:16]=[N:15]2)[CH2:12][CH2:13]1)=[O:7])([CH3:2])([CH3:3])[CH3:4], predict the reactants needed to synthesize it. The reactants are: [C:1]([O:5][C:6]([N:8]1[CH2:13][CH2:12][CH:11]([NH:14][NH:15][C:16](OC(C)(C)C)=O)[CH2:10][CH2:9]1)=[O:7])([CH3:4])([CH3:3])[CH3:2].C(N(C(C)C)CC)(C)C.[NH2:32][C:33]1[N:38]=[C:37](Cl)[C:36](C=O)=[C:35]([Cl:42])[N:34]=1.C1(C)C=CC=CC=1. (6) Given the product [OH:11][C:4]1[C:3]([CH2:2][NH:1][C:19](=[O:20])[O:21][C:22]([CH3:25])([CH3:24])[CH3:23])=[C:8]([CH3:9])[CH:7]=[C:6]([CH3:10])[N:5]=1, predict the reactants needed to synthesize it. The reactants are: [NH2:1][CH2:2][C:3]1[C:4]([OH:11])=[N:5][C:6]([CH3:10])=[CH:7][C:8]=1[CH3:9].C(N(CC)CC)C.[C:19](O[C:19]([O:21][C:22]([CH3:25])([CH3:24])[CH3:23])=[O:20])([O:21][C:22]([CH3:25])([CH3:24])[CH3:23])=[O:20].O.